Dataset: Catalyst prediction with 721,799 reactions and 888 catalyst types from USPTO. Task: Predict which catalyst facilitates the given reaction. (1) Reactant: [CH3:1][N:2]1[C:7](=[O:8])[CH:6]=[CH:5][C:4]([C:9](=[O:28])[CH2:10][CH:11]([C:19]2[CH:27]=[CH:26][C:22]([C:23](O)=[O:24])=[CH:21][CH:20]=2)[C:12]2[CH:17]=[CH:16][CH:15]=[CH:14][C:13]=2[CH3:18])=[CH:3]1.[CH2:29]([O:31][C:32](=[O:40])[CH2:33][CH:34]1[CH2:39][CH2:38][NH:37][CH2:36][CH2:35]1)[CH3:30].CN([P+](ON1N=NC2C=CC=CC1=2)(N(C)C)N(C)C)C.F[P-](F)(F)(F)(F)F. Product: [CH2:29]([O:31][C:32](=[O:40])[CH2:33][CH:34]1[CH2:39][CH2:38][N:37]([C:23](=[O:24])[C:22]2[CH:26]=[CH:27][C:19]([CH:11]([C:12]3[CH:17]=[CH:16][CH:15]=[CH:14][C:13]=3[CH3:18])[CH2:10][C:9]([C:4]3[CH:5]=[CH:6][C:7](=[O:8])[N:2]([CH3:1])[CH:3]=3)=[O:28])=[CH:20][CH:21]=2)[CH2:36][CH2:35]1)[CH3:30]. The catalyst class is: 7. (2) Reactant: C([N:4]1[C:12]2[C:7](=[CH:8][C:9]([N+:13]([O-:15])=[O:14])=[CH:10][CH:11]=2)[C:6](=[C:16](Cl)[C:17]2[CH:22]=[CH:21][CH:20]=[C:19]([O:23][CH3:24])[CH:18]=2)[C:5]1=[O:26])(=O)C.[CH3:27][N:28]([CH2:30][C:31]1[CH:37]=[CH:36][C:34]([NH2:35])=[CH:33][CH:32]=1)[CH3:29].[OH-].[Na+]. Product: [CH3:29][N:28]([CH2:30][C:31]1[CH:32]=[CH:33][C:34]([NH:35]/[C:16](=[C:6]2\[C:5](=[O:26])[NH:4][C:12]3[C:7]\2=[CH:8][C:9]([N+:13]([O-:15])=[O:14])=[CH:10][CH:11]=3)/[C:17]2[CH:22]=[CH:21][CH:20]=[C:19]([O:23][CH3:24])[CH:18]=2)=[CH:36][CH:37]=1)[CH3:27]. The catalyst class is: 121. (3) Reactant: [N:1]1([CH:7]2[CH2:12][CH2:11][CH:10]([O:13][C:14]3[C:15]4[CH:22]=[C:21]([CH2:23][CH2:24][NH:25][C:26](=O)OC(C)(C)C)[S:20][C:16]=4[N:17]=[CH:18][N:19]=3)[CH2:9][CH2:8]2)[CH2:6][CH2:5][O:4][CH2:3][CH2:2]1.[F:33][C:34]([F:39])([F:38])[C:35]([OH:37])=[O:36]. Product: [F:33][C:34]([F:39])([F:38])[C:35]([OH:37])=[O:36].[N:1]1([CH:7]2[CH2:12][CH2:11][CH:10]([O:13][C:14]3[C:15]4[C:22]5[CH2:26][NH:25][CH2:24][CH2:23][C:21]=5[S:20][C:16]=4[N:17]=[CH:18][N:19]=3)[CH2:9][CH2:8]2)[CH2:2][CH2:3][O:4][CH2:5][CH2:6]1. The catalyst class is: 34. (4) Reactant: [Br:1][C:2]1[CH:16]=[C:15](/[CH:17]=[CH:18]/[CH:19]([C:24]2[CH:29]=[C:28]([Cl:30])[C:27]([Cl:31])=[C:26]([Cl:32])[CH:25]=2)[C:20]([F:23])([F:22])[F:21])[CH:14]=[CH:13][C:3]=1[C:4]([NH:6][CH:7]1[CH2:12][CH2:11][NH:10][CH2:9][CH2:8]1)=[O:5].C(N(CC)CC)C.[C:40](Cl)(=[O:42])[CH3:41]. Product: [C:40]([N:10]1[CH2:11][CH2:12][CH:7]([NH:6][C:4](=[O:5])[C:3]2[CH:13]=[CH:14][C:15](/[CH:17]=[CH:18]/[CH:19]([C:24]3[CH:25]=[C:26]([Cl:32])[C:27]([Cl:31])=[C:28]([Cl:30])[CH:29]=3)[C:20]([F:23])([F:21])[F:22])=[CH:16][C:2]=2[Br:1])[CH2:8][CH2:9]1)(=[O:42])[CH3:41]. The catalyst class is: 2. (5) Reactant: [N:1]1[CH:6]=[CH:5][CH:4]=[C:3]([C:7]2([OH:17])[CH2:16][CH2:15][C:10]3(OCC[O:11]3)[CH2:9][CH2:8]2)[N:2]=1.Cl. Product: [OH:17][C:7]1([C:3]2[N:2]=[N:1][CH:6]=[CH:5][CH:4]=2)[CH2:16][CH2:15][C:10](=[O:11])[CH2:9][CH2:8]1. The catalyst class is: 1. (6) Reactant: [F:1][C:2]([F:20])([F:19])[C:3]1[CH:8]=[CH:7][CH:6]=[CH:5][C:4]=1[CH2:9][NH:10][C:11]([CH:13]1[CH2:18][CH2:17][NH:16][CH2:15][CH2:14]1)=[O:12].[N:21]1[C:28]([Cl:29])=[N:27][C:25](Cl)=[N:24][C:22]=1[Cl:23].C(N(C(C)C)CC)(C)C. Product: [Cl:23][C:22]1[N:21]=[C:28]([Cl:29])[N:27]=[C:25]([N:16]2[CH2:17][CH2:18][CH:13]([C:11]([NH:10][CH2:9][C:4]3[CH:5]=[CH:6][CH:7]=[CH:8][C:3]=3[C:2]([F:1])([F:19])[F:20])=[O:12])[CH2:14][CH2:15]2)[N:24]=1. The catalyst class is: 10. (7) Reactant: [F:1][C:2]1[CH:7]=[CH:6][C:5]([C:8]([C:15]2[CH:20]=[CH:19][C:18]([F:21])=[CH:17][CH:16]=2)=[CH:9][C:10]([O:12][CH2:13][CH3:14])=[O:11])=[CH:4][CH:3]=1.[H][H]. The catalyst class is: 256. Product: [F:1][C:2]1[CH:3]=[CH:4][C:5]([CH:8]([C:15]2[CH:16]=[CH:17][C:18]([F:21])=[CH:19][CH:20]=2)[CH2:9][C:10]([O:12][CH2:13][CH3:14])=[O:11])=[CH:6][CH:7]=1. (8) Reactant: [Br:1][C:2]1[CH:7]=[CH:6][C:5]([C:8]2[CH:19]=[C:11]3[CH:12]=[C:13]([C:16]([OH:18])=O)[CH:14]=[CH:15][N:10]3[N:9]=2)=[CH:4][CH:3]=1.[CH2:20]([NH:25][CH2:26][CH2:27][CH:28]([CH3:30])[CH3:29])[CH2:21][CH:22]([CH3:24])[CH3:23].O.OC1C2N=NNC=2C=CC=1.Cl.C(N=C=NCCCN(C)C)C.[Cl-].[NH4+]. Product: [CH2:26]([N:25]([CH2:20][CH2:21][CH:22]([CH3:24])[CH3:23])[C:16]([C:13]1[CH:14]=[CH:15][N:10]2[N:9]=[C:8]([C:5]3[CH:4]=[CH:3][C:2]([Br:1])=[CH:7][CH:6]=3)[CH:19]=[C:11]2[CH:12]=1)=[O:18])[CH2:27][CH:28]([CH3:29])[CH3:30]. The catalyst class is: 174. (9) Reactant: [CH3:1][O:2][C:3]1[C:4](=[O:29])[C:5]([CH3:28])=[C:6]([CH2:12][C:13]2[CH:14]=[CH:15][C:16]([C:22]3[CH:27]=[CH:26][CH:25]=[CH:24][CH:23]=3)=[C:17]([CH:21]=2)[C:18](O)=[O:19])[C:7](=[O:11])[C:8]=1[O:9][CH3:10].[F:30][C:31]([F:40])([F:39])[C:32]1[CH:38]=[CH:37][C:35]([NH2:36])=[CH:34][CH:33]=1.C(N(CC)CC)C.[Cl-].ClC1N(C)CC[NH+]1C. Product: [CH3:1][O:2][C:3]1[C:4](=[O:29])[C:5]([CH3:28])=[C:6]([CH2:12][C:13]2[CH:14]=[CH:15][C:16]([C:22]3[CH:23]=[CH:24][CH:25]=[CH:26][CH:27]=3)=[C:17]([CH:21]=2)[C:18]([NH:36][C:35]2[CH:37]=[CH:38][C:32]([C:31]([F:39])([F:40])[F:30])=[CH:33][CH:34]=2)=[O:19])[C:7](=[O:11])[C:8]=1[O:9][CH3:10]. The catalyst class is: 34. (10) Reactant: [H-].[Na+].[CH3:3][OH:4].Cl[CH2:6][C:7]1[CH:12]=[C:11]([C:13]([NH:15][C:16]2[S:17][C:18]([C:26]([CH:28]3[CH2:33][CH2:32][O:31][CH2:30][CH2:29]3)=[O:27])=[C:19]([C:21]3[O:22][CH:23]=[CH:24][CH:25]=3)[N:20]=2)=[O:14])[CH:10]=[CH:9][N:8]=1.O. Product: [O:22]1[CH:23]=[CH:24][CH:25]=[C:21]1[C:19]1[N:20]=[C:16]([NH:15][C:13]([C:11]2[CH:10]=[CH:9][N:8]=[C:7]([CH2:6][O:4][CH3:3])[CH:12]=2)=[O:14])[S:17][C:18]=1[C:26]([CH:28]1[CH2:33][CH2:32][O:31][CH2:30][CH2:29]1)=[O:27]. The catalyst class is: 3.